Dataset: Reaction yield outcomes from USPTO patents with 853,638 reactions. Task: Predict the reaction yield, written as a fraction of the theoretical maximum amount of product (1.0 means a 100% yield; for example, 0.34 means a 34% yield). The reactants are Cl[C:2]1[N:11]=[C:10]([NH:12][CH2:13][CH:14]([C:21]2[CH:26]=[CH:25][CH:24]=[CH:23][CH:22]=2)[C:15]2[CH:20]=[CH:19][N:18]=[CH:17][CH:16]=2)[C:9]2[C:4](=[CH:5][CH:6]=[CH:7][CH:8]=2)[N:3]=1.[CH3:27][C:28]1[C:33](B(O)O)=[CH:32][N:31]2[CH:37]=[CH:38][N:39]=[C:30]2[CH:29]=1.C(NC1C2C(=CC=CC=2)N=C(C2SC3C=CC=CC=3C=2)N=1)(C1C=CC=CC=1)C1C=CC=CC=1. The catalyst is C(Cl)(Cl)Cl.CO. The product is [CH3:27][C:28]1[C:33]([C:2]2[N:11]=[C:10]([NH:12][CH2:13][CH:14]([C:21]3[CH:26]=[CH:25][CH:24]=[CH:23][CH:22]=3)[C:15]3[CH:20]=[CH:19][N:18]=[CH:17][CH:16]=3)[C:9]3[C:4](=[CH:5][CH:6]=[CH:7][CH:8]=3)[N:3]=2)=[CH:32][N:31]2[CH:37]=[CH:38][N:39]=[C:30]2[CH:29]=1. The yield is 0.330.